From a dataset of Full USPTO retrosynthesis dataset with 1.9M reactions from patents (1976-2016). Predict the reactants needed to synthesize the given product. (1) Given the product [NH2:23][C:21](=[O:22])[C:20](=[O:24])[CH:19]([NH:18][C:15]([C@H:9]1[CH2:10][CH2:11][CH2:12][C:13](=[O:14])[N:8]1[CH2:1][C:2]1[CH:3]=[CH:4][CH:5]=[CH:6][CH:7]=1)=[O:17])[CH2:25][C:26]1[CH:27]=[CH:28][CH:29]=[CH:30][CH:31]=1, predict the reactants needed to synthesize it. The reactants are: [CH2:1]([N:8]1[C:13](=[O:14])[CH2:12][CH2:11][CH2:10][C@@H:9]1[C:15]([OH:17])=O)[C:2]1[CH:7]=[CH:6][CH:5]=[CH:4][CH:3]=1.[NH2:18][CH:19]([CH2:25][C:26]1[CH:31]=[CH:30][CH:29]=[CH:28][CH:27]=1)[CH:20]([OH:24])[C:21]([NH2:23])=[O:22].O[NH-].O=[N-]. (2) Given the product [CH:16]([C:9]1[CH:8]=[C:7]([CH:12]=[CH:11][C:10]=1[NH2:13])[C:6]([O:5][CH3:4])=[O:18])=[O:17], predict the reactants needed to synthesize it. The reactants are: C(O)C.[CH3:4][O:5][C:6](=[O:18])[C:7]1[CH:12]=[CH:11][C:10]([N+:13]([O-])=O)=[C:9]([CH:16]=[O:17])[CH:8]=1. (3) Given the product [C:1]1([C:14]2[CH:19]=[CH:18][CH:17]=[CH:16][CH:15]=2)[CH:2]=[CH:3][C:4]([NH:7][C:8](=[O:13])[CH2:9][C:10]([N:59]2[CH2:58][CH2:57][CH:56]([O:55][C:54]3[CH:62]=[C:63]([F:66])[CH:64]=[CH:65][C:53]=3[F:52])[CH2:61][CH2:60]2)=[O:12])=[CH:5][CH:6]=1, predict the reactants needed to synthesize it. The reactants are: [C:1]1([C:14]2[CH:19]=[CH:18][CH:17]=[CH:16][CH:15]=2)[CH:6]=[CH:5][C:4]([NH:7][C:8](=[O:13])[CH2:9][C:10]([OH:12])=O)=[CH:3][CH:2]=1.C1C=CC2N(O)N=NC=2C=1.CCN(C(C)C)C(C)C.CCN=C=NCCCN(C)C.Cl.Cl.[F:52][C:53]1[CH:65]=[CH:64][C:63]([F:66])=[CH:62][C:54]=1[O:55][CH:56]1[CH2:61][CH2:60][NH:59][CH2:58][CH2:57]1. (4) Given the product [F:1][C:2]([F:13])([F:12])[C:3]1[CH:8]=[CH:7][CH:6]=[CH:5][C:4]=1[C:15]1[CH:16]=[C:17]2[C:21]3=[C:22]([CH2:24][S:25][CH2:26][CH2:27][N:20]3[C@H:19]3[CH2:28][CH2:29][NH:30][CH2:31][C@@H:18]23)[CH:23]=1, predict the reactants needed to synthesize it. The reactants are: [F:1][C:2]([F:13])([F:12])[C:3]1[CH:8]=[CH:7][CH:6]=[CH:5][C:4]=1B(O)O.Br[C:15]1[CH:16]=[C:17]2[C:21]3=[C:22]([CH2:24][S:25][CH2:26][CH2:27][N:20]3[C@H:19]3[CH2:28][CH2:29][N:30](C(OC(C)(C)C)=O)[CH2:31][C@@H:18]23)[CH:23]=1. (5) Given the product [Br:21][C:18]1[CH:19]=[CH:20][C:15]([C:14]2[C:10]([C:8]([OH:9])=[O:7])=[C:11]([N:22]3[C:30](=[O:31])[C:29]4[C:24](=[CH:25][CH:26]=[CH:27][CH:28]=4)[C:23]3=[O:32])[S:12][CH:13]=2)=[CH:16][CH:17]=1, predict the reactants needed to synthesize it. The reactants are: [OH-].[Na+].CO.C([O:7][C:8]([C:10]1[C:14]([C:15]2[CH:20]=[CH:19][C:18]([Br:21])=[CH:17][CH:16]=2)=[CH:13][S:12][C:11]=1[N:22]1[C:30](=[O:31])[C:29]2[C:24](=[CH:25][CH:26]=[CH:27][CH:28]=2)[C:23]1=[O:32])=[O:9])C.Cl. (6) Given the product [F:1][C:2]1[CH:3]=[C:4]([CH:31]=[CH:32][C:33]=1[F:34])[CH2:5][C:6]1([CH2:29][O:30][CH3:37])[CH2:11][CH2:10][CH2:9][N:8]2[C:12]([C:15]3[CH:20]=[CH:19][C:18]([C:21]4[O:25][C:24]([CH3:26])=[N:23][CH:22]=4)=[C:17]([O:27][CH3:28])[CH:16]=3)=[N:13][N:14]=[C:7]12, predict the reactants needed to synthesize it. The reactants are: [F:1][C:2]1[CH:3]=[C:4]([CH:31]=[CH:32][C:33]=1[F:34])[CH2:5][C:6]1([CH2:29][OH:30])[CH2:11][CH2:10][CH2:9][N:8]2[C:12]([C:15]3[CH:20]=[CH:19][C:18]([C:21]4[O:25][C:24]([CH3:26])=[N:23][CH:22]=4)=[C:17]([O:27][CH3:28])[CH:16]=3)=[N:13][N:14]=[C:7]12.[H-].[Na+].[CH3:37]I. (7) The reactants are: C([O:8][C:9]1[C:14](=[O:15])[N:13]=[C:12]([CH2:16][C:17]2[CH:22]=[CH:21][CH:20]=[CH:19][C:18]=2[C:23]2[CH2:28][CH2:27][CH2:26][CH2:25][CH:24]=2)[N:11]2[CH2:29][CH2:30][N:31]([CH:34]([CH3:36])[CH3:35])[C:32](=[O:33])[C:10]=12)C1C=CC=CC=1. Given the product [CH:23]1([C:18]2[CH:19]=[CH:20][CH:21]=[CH:22][C:17]=2[CH2:16][C:12]2[N:11]3[CH2:29][CH2:30][N:31]([CH:34]([CH3:36])[CH3:35])[C:32](=[O:33])[C:10]3=[C:9]([OH:8])[C:14](=[O:15])[N:13]=2)[CH2:24][CH2:25][CH2:26][CH2:27][CH2:28]1, predict the reactants needed to synthesize it. (8) The reactants are: [CH:1]1([N:4]([CH2:7][C:8]2[CH:13]=[CH:12][C:11]([C:14]#[C:15][C:16]3[CH:26]=[CH:25][C:19]([C:20]([O:22]CC)=[O:21])=[CH:18][CH:17]=3)=[CH:10][C:9]=2[CH:27]([CH3:29])[CH3:28])[CH2:5][CH3:6])[CH2:3][CH2:2]1.[OH-].[Na+]. Given the product [CH:1]1([N:4]([CH2:7][C:8]2[CH:13]=[CH:12][C:11]([C:14]#[C:15][C:16]3[CH:26]=[CH:25][C:19]([C:20]([OH:22])=[O:21])=[CH:18][CH:17]=3)=[CH:10][C:9]=2[CH:27]([CH3:28])[CH3:29])[CH2:5][CH3:6])[CH2:2][CH2:3]1, predict the reactants needed to synthesize it.